From a dataset of Full USPTO retrosynthesis dataset with 1.9M reactions from patents (1976-2016). Predict the reactants needed to synthesize the given product. (1) Given the product [NH:21]1[CH2:22][CH2:23][C@@H:24]2[CH2:25][N:18]([C@@H:16]3[CH2:17][C@H:14]([C:12]4[S:13][C:9]5[CH:8]=[C:7]([C:5]6[CH:4]=[N:3][CH:2]=[N:1][CH:6]=6)[CH:34]=[CH:33][C:10]=5[N:11]=4)[CH2:15]3)[CH2:19][C@H:20]12, predict the reactants needed to synthesize it. The reactants are: [N:1]1[CH:6]=[C:5]([C:7]2[CH:34]=[CH:33][C:10]3[N:11]=[C:12]([C@@H:14]4[CH2:17][C@H:16]([N:18]5[CH2:25][C@@H:24]6[C@@H:20]([N:21](C(OC(C)(C)C)=O)[CH2:22][CH2:23]6)[CH2:19]5)[CH2:15]4)[S:13][C:9]=3[CH:8]=2)[CH:4]=[N:3][CH:2]=1.C(O)(C(F)(F)F)=O. (2) Given the product [Cl:1][C:2]1[CH:3]=[C:4]([N:23]([C@H:26]2[CH2:31][CH2:30][C@H:29]([N:32]([CH3:33])[CH3:34])[CH2:28][CH2:27]2)[CH2:24][CH3:25])[C:5]([CH3:22])=[C:6]([CH:21]=1)[C:7]([NH:9][CH2:10][C:11]1[C:15](=[O:16])[N:14]([CH2:18][CH3:19])[NH:13][C:12]=1[CH3:20])=[O:8], predict the reactants needed to synthesize it. The reactants are: [Cl:1][C:2]1[CH:3]=[C:4]([N:23]([C@H:26]2[CH2:31][CH2:30][C@H:29]([N:32]([CH3:34])[CH3:33])[CH2:28][CH2:27]2)[CH2:24][CH3:25])[C:5]([CH3:22])=[C:6]([CH:21]=1)[C:7]([NH:9][CH2:10][C:11]1[C:12]([CH3:20])=[N:13][N:14]([CH2:18][CH3:19])[C:15]=1[O:16]C)=[O:8]. (3) Given the product [F:13][C:14]1[CH:19]=[CH:18][CH:17]=[CH:16][C:15]=1[NH:20][N:21]=[C:3]([C:5]([OH:7])=[O:6])[C:2]([OH:9])=[O:8], predict the reactants needed to synthesize it. The reactants are: O.[C:2]([O-:9])(=[O:8])[C:3]([C:5]([O-:7])=[O:6])=O.[Na+].[Na+].Cl.[F:13][C:14]1[CH:19]=[CH:18][CH:17]=[CH:16][C:15]=1[NH:20][NH2:21].C(OCC)(=O)C. (4) Given the product [NH2:11][C@@H:12]([C:38]([CH3:41])([CH3:40])[CH3:39])[C:13]([N:15]1[C@H:30]([C:31]([O:33][C:34]([CH3:36])([CH3:35])[CH3:37])=[O:32])[CH2:29][C@:17]2([O:21][C:20](=[O:22])[N:19]([C:23]3[CH:28]=[CH:27][CH:26]=[CH:25][CH:24]=3)[CH2:18]2)[CH2:16]1)=[O:14], predict the reactants needed to synthesize it. The reactants are: C(OC([NH:11][C@@H:12]([C:38]([CH3:41])([CH3:40])[CH3:39])[C:13]([N:15]1[C@H:30]([C:31]([O:33][C:34]([CH3:37])([CH3:36])[CH3:35])=[O:32])[CH2:29][C@:17]2([O:21][C:20](=[O:22])[N:19]([C:23]3[CH:28]=[CH:27][CH:26]=[CH:25][CH:24]=3)[CH2:18]2)[CH2:16]1)=[O:14])=O)C1C=CC=CC=1. (5) Given the product [O:43]1[C:39]2[CH:38]=[CH:37][C:36]([C:17]3[CH:16]=[C:15]4[C:11]([CH:12]=[N:13][NH:14]4)=[C:10]([NH:9][C:7]([C:5]4[N:6]=[C:2]([CH3:1])[S:3][CH:4]=4)=[O:8])[CH:18]=3)=[CH:44][C:40]=2[CH:41]=[CH:42]1, predict the reactants needed to synthesize it. The reactants are: [CH3:1][C:2]1[S:3][CH:4]=[C:5]([C:7]([NH:9][C:10]2[C:11]3[C:15]([CH:16]=[C:17](B4OC(C)(C)CC(C)(C)O4)[CH:18]=2)=[N:14][N:13](C2CCCCO2)[CH:12]=3)=[O:8])[N:6]=1.Br[C:36]1[CH:37]=[CH:38][C:39]2[O:43][CH:42]=[CH:41][C:40]=2[CH:44]=1.[O-]P(OP(OP([O-])([O-])=O)([O-])=O)(=O)[O-].[K+].[K+].[K+].[K+].[K+].CC#N. (6) Given the product [NH2:7][CH2:8][CH2:9][N:10]([CH2:11][C:12]1[CH:39]=[CH:38][C:15]2[N:16]=[C:17]([NH:28][CH2:29][CH2:30][CH2:31][N:32]3[CH2:37][CH2:36][O:35][CH2:34][CH2:33]3)[N:18]([CH2:19][C:20]3[C:25]([OH:26])=[CH:24][CH:23]=[C:22]([CH3:27])[N:21]=3)[C:14]=2[CH:13]=1)[C:40]1[CH:41]=[C:42]([CH3:47])[CH:43]=[C:44]([CH3:46])[CH:45]=1, predict the reactants needed to synthesize it. The reactants are: C(OC(=O)[NH:7][CH2:8][CH2:9][N:10]([C:40]1[CH:45]=[C:44]([CH3:46])[CH:43]=[C:42]([CH3:47])[CH:41]=1)[CH2:11][C:12]1[CH:39]=[CH:38][C:15]2[N:16]=[C:17]([NH:28][CH2:29][CH2:30][CH2:31][N:32]3[CH2:37][CH2:36][O:35][CH2:34][CH2:33]3)[N:18]([CH2:19][C:20]3[C:25]([OH:26])=[CH:24][CH:23]=[C:22]([CH3:27])[N:21]=3)[C:14]=2[CH:13]=1)(C)(C)C.Cl. (7) Given the product [O:24]1[C:23]2[CH:22]=[CH:21][CH:20]=[C:17]([CH2:18][N:4]3[CH2:5][CH2:6][N:1]([C:7]4[N:12]=[CH:11][NH:10][C:9](=[O:13])[CH:8]=4)[CH2:2][CH2:3]3)[C:16]=2[O:15][CH2:14]1, predict the reactants needed to synthesize it. The reactants are: [N:1]1([C:7]2[N:12]=[CH:11][NH:10][C:9](=[O:13])[CH:8]=2)[CH2:6][CH2:5][NH:4][CH2:3][CH2:2]1.[CH2:14]1[O:24][C:23]2[C:16](=[C:17]([CH:20]=[CH:21][CH:22]=2)[CH:18]=O)[O:15]1. (8) Given the product [CH:1]([O:4][C@@H:5]1[CH2:10][CH2:9][C@H:8]([N:11]2[CH2:15][CH2:14][C@H:13]([NH:18][C:19](=[O:28])[O:20][CH2:21][C:22]3[CH:23]=[CH:24][CH:25]=[CH:26][CH:27]=3)[C:12]2=[O:29])[C@H:7]([CH2:30][S:31]([CH:34]([CH3:35])[CH3:36])(=[O:32])=[O:33])[CH2:6]1)([CH3:3])[CH3:2], predict the reactants needed to synthesize it. The reactants are: [CH:1]([O:4][CH:5]1[CH2:10][CH2:9][C@H:8]([NH:11][C:12](=[O:29])[C@@H:13]([NH:18][C:19](=[O:28])[O:20][CH2:21][C:22]2[CH:27]=[CH:26][CH:25]=[CH:24][CH:23]=2)[CH2:14][CH2:15]SC)[C@H:7]([CH2:30][S:31]([CH:34]([CH3:36])[CH3:35])(=[O:33])=[O:32])[CH2:6]1)([CH3:3])[CH3:2].C([O-])([O-])=O.[Cs+].[Cs+].